From a dataset of Reaction yield outcomes from USPTO patents with 853,638 reactions. Predict the reaction yield, written as a fraction of the theoretical maximum amount of product (1.0 means a 100% yield; for example, 0.34 means a 34% yield). (1) The reactants are [F:1][C:2]1[CH:7]=[C:6]([C:8]([F:11])([F:10])[F:9])[CH:5]=[CH:4][C:3]=1[C:12]1[C:21]2[CH2:20][CH2:19][CH2:18][C@@H:17]([NH2:22])[C:16]=2[CH:15]=[N:14][CH:13]=1.[C:23](O)(=[O:25])[CH3:24]. No catalyst specified. The product is [F:1][C:2]1[CH:7]=[C:6]([C:8]([F:9])([F:11])[F:10])[CH:5]=[CH:4][C:3]=1[C:12]1[C:21]2[CH2:20][CH2:19][CH2:18][C@@H:17]([NH:22][C:23](=[O:25])[CH3:24])[C:16]=2[CH:15]=[N:14][CH:13]=1. The yield is 0.900. (2) The catalyst is C(O)C. The yield is 0.790. The reactants are [N:1]1([C:7]2[C:8]3[N:9]([CH:15]=[C:16]([C:18]4[CH:23]=[CH:22][N:21]=[CH:20][CH:19]=4)[N:17]=3)[N:10]=[C:11]([NH:13][NH2:14])[CH:12]=2)[CH2:6][CH2:5][O:4][CH2:3][CH2:2]1.[C:24]([C:27]1[CH:28]=[C:29]([CH:32]=[CH:33][CH:34]=1)[CH:30]=O)(=[O:26])[CH3:25]. The product is [C:24]([C:27]1[CH:28]=[C:29]([CH:32]=[CH:33][CH:34]=1)[CH:30]=[N:14][NH:13][C:11]1[CH:12]=[C:7]([N:1]2[CH2:2][CH2:3][O:4][CH2:5][CH2:6]2)[C:8]2[N:9]([CH:15]=[C:16]([C:18]3[CH:23]=[CH:22][N:21]=[CH:20][CH:19]=3)[N:17]=2)[N:10]=1)(=[O:26])[CH3:25]. (3) The reactants are [Mg].Br[C:3]1[CH:8]=[CH:7][C:6]([Br:9])=[CH:5][CH:4]=1.[O:10]=[C:11]1[CH2:15][CH2:14][CH2:13][N:12]1[C:16]([O:18][C:19]([CH3:22])([CH3:21])[CH3:20])=[O:17]. The catalyst is C1COCC1. The product is [Br:9][C:6]1[CH:7]=[CH:8][C:3]([C:11](=[O:10])[CH2:15][CH2:14][CH2:13][NH:12][C:16](=[O:17])[O:18][C:19]([CH3:20])([CH3:22])[CH3:21])=[CH:4][CH:5]=1. The yield is 0.600. (4) The product is [CH2:1]([O:3][P:4]([CH2:9][CH2:10][C:11]([CH3:28])=[CH:12][CH2:13][C:14]1[C:15]([OH:27])=[C:16]2[C:20](=[C:21]([CH3:25])[C:22]=1[O:23][CH3:24])[CH2:19][O:18][C:17]2=[O:26])(=[O:5])[OH:8])[CH3:2]. The yield is 0.280. The reactants are [CH2:1]([O:3][P:4]([CH2:9][CH2:10][C:11]([CH3:28])=[CH:12][CH2:13][C:14]1[C:15]([OH:27])=[C:16]2[C:20](=[C:21]([CH3:25])[C:22]=1[O:23][CH3:24])[CH2:19][O:18][C:17]2=[O:26])(=[O:8])[O:5]CC)[CH3:2].[Li+].[OH-].CO.Cl. The catalyst is [Cl-].[Na+].O.O. (5) The reactants are Cl.[N:2]1([CH2:7][CH2:8][CH2:9][O:10][C:11]2[CH:16]=[CH:15][C:14]([N:17]3[CH2:22][CH2:21][NH:20][CH2:19][CH2:18]3)=[CH:13][CH:12]=2)[CH2:6][CH2:5][CH2:4][CH2:3]1.[CH:23](=O)[C:24]1[CH:29]=[CH:28][CH:27]=[CH:26][CH:25]=1.C(O)(=O)C.C(O[BH-](OC(=O)C)OC(=O)C)(=O)C.[Na+].[Cl:49][CH:50]([Cl:52])C. No catalyst specified. The product is [NH3:2].[CH3:9][OH:10].[Cl:49][CH2:50][Cl:52].[CH2:23]([N:20]1[CH2:19][CH2:18][N:17]([C:14]2[CH:13]=[CH:12][C:11]([O:10][CH2:9][CH2:8][CH2:7][N:2]3[CH2:6][CH2:5][CH2:4][CH2:3]3)=[CH:16][CH:15]=2)[CH2:22][CH2:21]1)[C:24]1[CH:29]=[CH:28][CH:27]=[CH:26][CH:25]=1. The yield is 0.0500. (6) The reactants are [Cl:1][C:2]1[CH:3]=[C:4]([C:12]2[CH:17]=[CH:16][C:15]([N+:18]([O-])=O)=[CH:14][CH:13]=2)[CH:5]=[CH:6][C:7]=1[C:8]([O:10][CH3:11])=[O:9].Cl. The catalyst is C(O)C.[Fe]. The product is [NH2:18][C:15]1[CH:14]=[CH:13][C:12]([C:4]2[CH:5]=[CH:6][C:7]([C:8]([O:10][CH3:11])=[O:9])=[C:2]([Cl:1])[CH:3]=2)=[CH:17][CH:16]=1. The yield is 0.980.